Dataset: Reaction yield outcomes from USPTO patents with 853,638 reactions. Task: Predict the reaction yield, written as a fraction of the theoretical maximum amount of product (1.0 means a 100% yield; for example, 0.34 means a 34% yield). (1) The reactants are Cl[C:2]1[C:7]([CH:8]=O)=[CH:6][N:5]=[C:4]2[NH:10][CH:11]=[CH:12][C:3]=12.Cl.[CH2:14]([N:21]1[CH2:26][CH2:25][CH2:24][CH:23]([NH:27][NH2:28])[CH2:22]1)[C:15]1[CH:20]=[CH:19][CH:18]=[CH:17][CH:16]=1. The catalyst is CCCCO. The product is [CH2:14]([N:21]1[CH2:26][CH2:25][CH2:24][CH:23]([N:27]2[C:2]3=[C:3]4[CH:12]=[CH:11][NH:10][C:4]4=[N:5][CH:6]=[C:7]3[CH:8]=[N:28]2)[CH2:22]1)[C:15]1[CH:16]=[CH:17][CH:18]=[CH:19][CH:20]=1. The yield is 0.140. (2) The reactants are [F:1][C@H:2]1[CH2:6][N:5]([S:7]([C:10]2[CH:15]=[CH:14][C:13]([F:16])=[CH:12][CH:11]=2)(=[O:9])=[O:8])[C@H:4]([C:17]([NH:19][CH2:20][C:21]2[CH:26]=[C:25](B3OC(C)(C)C(C)(C)O3)[CH:24]=[CH:23][C:22]=2[F:36])=[O:18])[CH2:3]1.Cl[C:38]1[N:39]=[N:40][C:41]([C:44]([F:47])([F:46])[F:45])=[CH:42][CH:43]=1.C(=O)([O-])[O-].[Cs+].[Cs+].O. The catalyst is C(#N)C.CC(P(C(C)(C)C)C1C=CC(N(C)C)=CC=1)(C)C.CC(P(C(C)(C)C)C1C=CC(N(C)C)=CC=1)(C)C.Cl[Pd]Cl. The product is [F:1][C@H:2]1[CH2:6][N:5]([S:7]([C:10]2[CH:11]=[CH:12][C:13]([F:16])=[CH:14][CH:15]=2)(=[O:9])=[O:8])[C@H:4]([C:17]([NH:19][CH2:20][C:21]2[CH:26]=[C:25]([C:38]3[N:39]=[N:40][C:41]([C:44]([F:47])([F:46])[F:45])=[CH:42][CH:43]=3)[CH:24]=[CH:23][C:22]=2[F:36])=[O:18])[CH2:3]1. The yield is 0.250. (3) The reactants are [F:1][C:2]([F:41])([F:40])[C:3]1[CH:4]=[C:5]([C:13]([CH3:39])([CH3:38])[C:14]([N:16]([C@H:18]2[C@H:22]([C:23]3[CH:28]=[CH:27][C:26]([F:29])=[CH:25][CH:24]=3)[CH2:21][N:20]([C:30]([N:32]3[CH2:37][CH2:36]S[CH2:34][CH2:33]3)=[O:31])[CH2:19]2)[CH3:17])=[O:15])[CH:6]=[C:7]([C:9]([F:12])([F:11])[F:10])[CH:8]=1.[OH:42][S:43]([O-:46])(=O)=O.OS(O[O-])(=O)=O.OS(O[O-])(=O)=O.[O-]S([O-])(=O)=O.[K+].[K+].[K+].[K+].[K+].OS([O-])=O.[Na+].C([O-])(O)=O.[Na+]. The catalyst is CO. The product is [F:12][C:9]([F:10])([F:11])[C:7]1[CH:6]=[C:5]([C:13]([CH3:39])([CH3:38])[C:14]([N:16]([C@H:18]2[C@H:22]([C:23]3[CH:28]=[CH:27][C:26]([F:29])=[CH:25][CH:24]=3)[CH2:21][N:20]([C:30]([N:32]3[CH2:37][CH2:36][S:43](=[O:46])(=[O:42])[CH2:34][CH2:33]3)=[O:31])[CH2:19]2)[CH3:17])=[O:15])[CH:4]=[C:3]([C:2]([F:1])([F:40])[F:41])[CH:8]=1. The yield is 0.880. (4) The reactants are [CH2:1]([N:4]([C:19]1[CH:24]=[CH:23][CH:22]=[CH:21][CH:20]=1)[C:5](=[O:18])[C@@H:6]([NH:10][C:11](=[O:17])[O:12][C:13]([CH3:16])([CH3:15])[CH3:14])[CH2:7]C=C)[CH:2]=[CH2:3]. The catalyst is C(Cl)CCl.Cl[Ru](=C1N(C2C(C)=CC(C)=CC=2C)CCN1C1C(C)=CC(C)=CC=1C)(Cl)(=CC1C=CC=CC=1)[P](C1CCCCC1)(C1CCCCC1)C1CCCCC1. The product is [O:18]=[C:5]1[C@@H:6]([NH:10][C:11](=[O:17])[O:12][C:13]([CH3:14])([CH3:16])[CH3:15])[CH2:7][CH:3]=[CH:2][CH2:1][N:4]1[C:19]1[CH:20]=[CH:21][CH:22]=[CH:23][CH:24]=1. The yield is 0.880. (5) The reactants are [F:1][C:2]1[C:3]([CH2:21][N:22]2[C:30]3[C:25](=[CH:26][C:27]([C:31]([O:33]C)=[O:32])=[CH:28][CH:29]=3)[CH:24]=[CH:23]2)=[N:4][CH:5]=[C:6]([CH:8]2[CH2:13][CH2:12][N:11]([C:14]([O:16][C:17]([CH3:20])([CH3:19])[CH3:18])=[O:15])[CH2:10][CH2:9]2)[CH:7]=1.O.O.[OH-].[Li+].Cl. The catalyst is CO. The product is [F:1][C:2]1[C:3]([CH2:21][N:22]2[C:30]3[C:25](=[CH:26][C:27]([C:31]([OH:33])=[O:32])=[CH:28][CH:29]=3)[CH:24]=[CH:23]2)=[N:4][CH:5]=[C:6]([CH:8]2[CH2:13][CH2:12][N:11]([C:14]([O:16][C:17]([CH3:20])([CH3:19])[CH3:18])=[O:15])[CH2:10][CH2:9]2)[CH:7]=1. The yield is 0.700. (6) The reactants are [Cl:1][C:2]1[N:3]=[C:4]([C:9]([NH:11][C@H:12]2[CH2:17][CH2:16][N:15]([C:18](=[O:24])[C:19]([O:21]CC)=[O:20])[CH2:14][C@H:13]2[O:25][CH2:26][CH3:27])=[O:10])[NH:5][C:6]=1[CH2:7][CH3:8].[OH-].[Na+].Cl. The catalyst is C1COCC1. The product is [Cl:1][C:2]1[N:3]=[C:4]([C:9]([NH:11][C@H:12]2[CH2:17][CH2:16][N:15]([C:18](=[O:24])[C:19]([OH:21])=[O:20])[CH2:14][C@H:13]2[O:25][CH2:26][CH3:27])=[O:10])[NH:5][C:6]=1[CH2:7][CH3:8]. The yield is 0.680.